This data is from Reaction yield outcomes from USPTO patents with 853,638 reactions. The task is: Predict the reaction yield, written as a fraction of the theoretical maximum amount of product (1.0 means a 100% yield; for example, 0.34 means a 34% yield). The reactants are [CH3:1][N:2]1[CH2:7][CH2:6][N:5]([C@@H:8]2[C:16]3[C:11](=[CH:12][C:13]([C:17]([NH:19][C:20]4[CH:25]=[CH:24][C:23]([CH3:26])=[C:22]([NH:27][C:28]5[N:33]=[C:32]([C:34]6[CH:35]=[N:36][CH:37]=[CH:38][CH:39]=6)[CH:31]=[CH:30][N:29]=5)[CH:21]=4)=[O:18])=[CH:14][CH:15]=3)[CH2:10][CH2:9]2)[CH2:4][CH2:3]1.[S:40](=[O:44])(=[O:43])([OH:42])[OH:41]. The catalyst is C(O)C. The product is [S:40]([OH:44])([OH:43])(=[O:42])=[O:41].[CH3:1][N:2]1[CH2:7][CH2:6][N:5]([C@@H:8]2[C:16]3[C:11](=[CH:12][C:13]([C:17]([NH:19][C:20]4[CH:25]=[CH:24][C:23]([CH3:26])=[C:22]([NH:27][C:28]5[N:33]=[C:32]([C:34]6[CH:35]=[N:36][CH:37]=[CH:38][CH:39]=6)[CH:31]=[CH:30][N:29]=5)[CH:21]=4)=[O:18])=[CH:14][CH:15]=3)[CH2:10][CH2:9]2)[CH2:4][CH2:3]1. The yield is 0.575.